Dataset: Peptide-MHC class II binding affinity with 134,281 pairs from IEDB. Task: Regression. Given a peptide amino acid sequence and an MHC pseudo amino acid sequence, predict their binding affinity value. This is MHC class II binding data. (1) The peptide sequence is ILDGLQTDELCPCNRAIGGATL. The MHC is DRB1_0901 with pseudo-sequence DRB1_0901. The binding affinity (normalized) is 0.163. (2) The peptide sequence is YDKFLANVSTVLIGK. The MHC is DRB3_0202 with pseudo-sequence DRB3_0202. The binding affinity (normalized) is 0.982. (3) The peptide sequence is GSDPKKLVLNIKYTR. The MHC is HLA-DQA10501-DQB10301 with pseudo-sequence HLA-DQA10501-DQB10301. The binding affinity (normalized) is 0.0566. (4) The peptide sequence is TDALRTLGSTSADEV. The MHC is HLA-DPA10103-DPB10201 with pseudo-sequence HLA-DPA10103-DPB10201. The binding affinity (normalized) is 0.0682. (5) The peptide sequence is DVLFRLENHAETLRA. The MHC is DRB4_0101 with pseudo-sequence DRB4_0103. The binding affinity (normalized) is 0.382. (6) The peptide sequence is PYVSKNPRQAYANYR. The MHC is HLA-DQA10501-DQB10201 with pseudo-sequence HLA-DQA10501-DQB10201. The binding affinity (normalized) is 0.0250. (7) The peptide sequence is DVTITAPGDSPNTDG. The MHC is HLA-DPA10103-DPB10401 with pseudo-sequence HLA-DPA10103-DPB10401. The binding affinity (normalized) is 0.0307.